Dataset: Forward reaction prediction with 1.9M reactions from USPTO patents (1976-2016). Task: Predict the product of the given reaction. (1) Given the reactants [Cl:1][C:2]1[CH:3]=[CH:4][C:5]([OH:25])=[C:6]([CH2:8][N:9]2[CH:13]=[CH:12][C:11]([C:14]([NH:16][C:17]3[C:22]([F:23])=[CH:21][CH:20]=[CH:19][C:18]=3[F:24])=[O:15])=[N:10]2)[CH:7]=1.C(=O)([O-])[O-].[K+].[K+].Br[CH2:33][CH:34]([CH3:36])[CH3:35], predict the reaction product. The product is: [Cl:1][C:2]1[CH:3]=[CH:4][C:5]([O:25][CH2:33][CH:34]([CH3:36])[CH3:35])=[C:6]([CH2:8][N:9]2[CH:13]=[CH:12][C:11]([C:14]([NH:16][C:17]3[C:18]([F:24])=[CH:19][CH:20]=[CH:21][C:22]=3[F:23])=[O:15])=[N:10]2)[CH:7]=1. (2) Given the reactants Cl[C:2]1[CH:9]=[CH:8][C:5]([C:6]#[N:7])=[CH:4][N:3]=1.C(=O)([O-])[O-].[K+].[K+].[NH2:16][CH2:17][C:18]([NH2:21])([CH3:20])[CH3:19], predict the reaction product. The product is: [NH2:21][C:18]([CH3:20])([CH3:19])[CH2:17][NH:16][C:2]1[CH:9]=[CH:8][C:5]([C:6]#[N:7])=[CH:4][N:3]=1. (3) Given the reactants [CH3:1][N:2]([CH3:8])[C:3](=[O:7])C(=O)C.[C:9]([Mg]Br)#[CH:10].[OH2:13].[CH2:14]1COC[CH2:15]1, predict the reaction product. The product is: [OH:13][C:9]([CH3:10])([C:14]#[CH:15])[C:3]([N:2]([CH3:8])[CH3:1])=[O:7]. (4) The product is: [Cl:23][C:24]1[CH:32]=[C:31]([CH:33]([O:22][CH2:21][C:8]2([C:5]3[CH:4]=[CH:3][C:2]([F:1])=[CH:7][CH:6]=3)[CH2:9][CH2:10][N:11]([C:14]([O:16][C:17]([CH3:18])([CH3:19])[CH3:20])=[O:15])[CH2:12][CH2:13]2)[C:34]([O:36][CH3:37])=[O:35])[C:30]2[C:26](=[CH:27][N:28]([CH2:40][O:41][CH2:42][CH2:43][Si:44]([CH3:46])([CH3:45])[CH3:47])[N:29]=2)[CH:25]=1. Given the reactants [F:1][C:2]1[CH:7]=[CH:6][C:5]([C:8]2([CH2:21][OH:22])[CH2:13][CH2:12][N:11]([C:14]([O:16][C:17]([CH3:20])([CH3:19])[CH3:18])=[O:15])[CH2:10][CH2:9]2)=[CH:4][CH:3]=1.[Cl:23][C:24]1[CH:32]=[C:31]([C:33](=[N+]=[N-])[C:34]([O:36][CH3:37])=[O:35])[C:30]2[C:26](=[CH:27][N:28]([CH2:40][O:41][CH2:42][CH2:43][Si:44]([CH3:47])([CH3:46])[CH3:45])[N:29]=2)[CH:25]=1, predict the reaction product. (5) Given the reactants [O:1]=[CH:2][CH2:3][O:4][CH:5]1[CH2:10][CH2:9][N:8]([C:11]([O:13][CH2:14][C:15]2[CH:20]=[CH:19][CH:18]=[CH:17][CH:16]=2)=[O:12])[CH2:7][CH2:6]1.C[Si](C)(C)[C:23]([F:26])([F:25])[F:24].C1COCC1, predict the reaction product. The product is: [F:24][C:23]([F:26])([F:25])[CH:2]([OH:1])[CH2:3][O:4][CH:5]1[CH2:10][CH2:9][N:8]([C:11]([O:13][CH2:14][C:15]2[CH:16]=[CH:17][CH:18]=[CH:19][CH:20]=2)=[O:12])[CH2:7][CH2:6]1. (6) Given the reactants [CH3:1][CH2:2]/[CH:3]=[CH:4]\[CH2:5][CH:6]1[C:10](=[O:11])[CH2:9][CH2:8][CH:7]1[CH2:12][C:13]([OH:15])=[O:14].O, predict the reaction product. The product is: [OH:11][CH:10]1[CH2:9][CH2:8][C@H:7]([CH2:12][C:13]([OH:15])=[O:14])[C@H:6]1[CH2:5]/[CH:4]=[CH:3]\[CH2:2][CH3:1]. (7) Given the reactants [CH3:1][O:2][C:3](=[O:32])[C:4]1[CH:9]=[CH:8][CH:7]=[C:6]([CH2:10][N:11]2[CH2:16][CH2:15][CH2:14][C@H:13]([NH:17][C:18]([NH2:31])=[N:19][C:20]([C:22]3[C:27]([NH2:28])=[N:26][C:25]([NH2:29])=[C:24]([Cl:30])[N:23]=3)=[O:21])[CH2:12]2)[CH:5]=1.[CH3:33]I, predict the reaction product. The product is: [Cl-:30].[NH2:28][C:27]1[C:22]([C:20]([N:19]=[C:18]([NH2:31])[NH:17][CH:13]2[CH2:14][CH2:15][CH2:16][N@+:11]([CH2:10][C:6]3[CH:7]=[CH:8][CH:9]=[C:4]([C:3]([O:2][CH3:1])=[O:32])[CH:5]=3)([CH3:33])[CH2:12]2)=[O:21])=[N:23][C:24]([Cl:30])=[C:25]([NH2:29])[N:26]=1. (8) Given the reactants [CH3:1][O:2][C:3](=[O:21])[C:4]1[CH:9]=[C:8]([C:10](=[O:12])[CH3:11])[CH:7]=[CH:6][C:5]=1[O:13][CH2:14][C:15]1[CH:20]=[CH:19][CH:18]=[CH:17][CH:16]=1.[Br:22]Br.C(OCC)C, predict the reaction product. The product is: [CH3:1][O:2][C:3](=[O:21])[C:4]1[CH:9]=[C:8]([C:10](=[O:12])[CH2:11][Br:22])[CH:7]=[CH:6][C:5]=1[O:13][CH2:14][C:15]1[CH:16]=[CH:17][CH:18]=[CH:19][CH:20]=1.